Dataset: Catalyst prediction with 721,799 reactions and 888 catalyst types from USPTO. Task: Predict which catalyst facilitates the given reaction. (1) Reactant: [Cl:1][C:2]1[C:7]([Cl:8])=[CH:6][C:5]([CH:9]([NH:11]C(=O)OCC2C=CC=CC=2)[CH3:10])=[C:4]([O:22][CH3:23])[C:3]=1[CH:24]1[CH2:27][N:26]([CH2:28][C:29]([F:32])([F:31])[F:30])[CH2:25]1.[ClH:33].O. Product: [ClH:1].[ClH:33].[Cl:1][C:2]1[C:7]([Cl:8])=[CH:6][C:5]([CH:9]([NH2:11])[CH3:10])=[C:4]([O:22][CH3:23])[C:3]=1[CH:24]1[CH2:25][N:26]([CH2:28][C:29]([F:30])([F:32])[F:31])[CH2:27]1. The catalyst class is: 5. (2) Reactant: [CH3:1][C:2]1[C:3]([CH3:21])=[CH:4][C:5]2[N:14]([CH2:15][CH:16]=O)[C:13]3[C:8]([C:9](=[O:19])[NH:10][C:11](=[O:18])[N:12]=3)=[N:7][C:6]=2[CH:20]=1.[NH:22]1[CH2:27][CH2:26][CH:25]([CH2:28][NH:29][C:30](=[O:36])[O:31][C:32]([CH3:35])([CH3:34])[CH3:33])[CH2:24][CH2:23]1.CC(O)=O.[BH3-]C#N.[Na+]. Product: [CH3:1][C:2]1[C:3]([CH3:21])=[CH:4][C:5]2[N:14]([CH2:15][CH2:16][N:22]3[CH2:27][CH2:26][CH:25]([CH2:28][NH:29][C:30](=[O:36])[O:31][C:32]([CH3:33])([CH3:35])[CH3:34])[CH2:24][CH2:23]3)[C:13]3[C:8]([C:9](=[O:19])[NH:10][C:11](=[O:18])[N:12]=3)=[N:7][C:6]=2[CH:20]=1. The catalyst class is: 5. (3) Reactant: [Cl:1][C:2]1[CH:7]=[CH:6][CH:5]=[CH:4][C:3]=1[C:8]1[O:12][C:11]([I:13])=[N:10][C:9]=1[C:14]([O:16]C)=[O:15].[OH-].[Na+].Cl. Product: [Cl:1][C:2]1[CH:7]=[CH:6][CH:5]=[CH:4][C:3]=1[C:8]1[O:12][C:11]([I:13])=[N:10][C:9]=1[C:14]([OH:16])=[O:15]. The catalyst class is: 88. (4) Reactant: [NH:1]1[C:9]2[C:4](=[CH:5][CH:6]=[CH:7][CH:8]=2)[CH2:3][CH2:2]1.Br[CH2:11][C:12]([O:14][CH2:15][CH3:16])=[O:13].C(=O)([O-])[O-].[K+].[K+].CN(C)C=O. Product: [N:1]1([CH2:11][C:12]([O:14][CH2:15][CH3:16])=[O:13])[C:9]2[C:4](=[CH:5][CH:6]=[CH:7][CH:8]=2)[CH2:3][CH2:2]1. The catalyst class is: 13.